From a dataset of Reaction yield outcomes from USPTO patents with 853,638 reactions. Predict the reaction yield, written as a fraction of the theoretical maximum amount of product (1.0 means a 100% yield; for example, 0.34 means a 34% yield). (1) The reactants are [Cl:1][C:2]1[C:7](I)=[C:6]([CH3:9])[N:5]=[C:4]([NH2:10])[N:3]=1.[CH3:11][C:12]1(C)C(C)(C)OB(C=C)O1.ClCCl.C(=O)([O-])[O-].[Na+].[Na+]. The catalyst is COCCOC. The product is [Cl:1][C:2]1[C:7]([CH:11]=[CH2:12])=[C:6]([CH3:9])[N:5]=[C:4]([NH2:10])[N:3]=1. The yield is 0.530. (2) The reactants are O.[OH-].[Li+].C([O:6][C:7](=[O:35])[CH:8]([O:32][CH2:33][CH3:34])[CH2:9][C:10]1[CH:15]=[CH:14][C:13]([O:16][CH2:17][CH2:18][C:19]2[CH:24]=[CH:23][C:22]([N:25]([C:27](=[O:31])[CH:28]([CH3:30])[CH3:29])[CH3:26])=[CH:21][CH:20]=2)=[CH:12][CH:11]=1)C.Cl. The catalyst is O.O1CCCC1. The product is [CH2:33]([O:32][CH:8]([CH2:9][C:10]1[CH:15]=[CH:14][C:13]([O:16][CH2:17][CH2:18][C:19]2[CH:24]=[CH:23][C:22]([N:25]([C:27](=[O:31])[CH:28]([CH3:30])[CH3:29])[CH3:26])=[CH:21][CH:20]=2)=[CH:12][CH:11]=1)[C:7]([OH:35])=[O:6])[CH3:34]. The yield is 0.980. (3) The reactants are B([CH:8]1[CH2:13][CH2:12][CH2:11][CH2:10][CH2:9]1)[CH:8]1[CH2:13][CH2:12][CH2:11][CH2:10][CH2:9]1.C#CCCCC.[Zn](CC)CC.[CH:25](=[O:28])[CH2:26][CH3:27]. No catalyst specified. The product is [CH3:27][CH2:26][C@H:25]([OH:28])[CH:9]=[CH:10][CH2:11][CH2:12][CH2:13][CH3:8]. The yield is 0.740. (4) The reactants are C[O:2][C:3]1[CH:8]=[CH:7][C:6]([C:9]2([C:12]([O:14][CH3:15])=[O:13])[CH2:11][CH2:10]2)=[CH:5][CH:4]=1.CCS.[Al+3].[Cl-].[Cl-].[Cl-]. The catalyst is ClCCl. The product is [CH3:15][O:14][C:12]([C:9]1([C:6]2[CH:5]=[CH:4][C:3]([OH:2])=[CH:8][CH:7]=2)[CH2:10][CH2:11]1)=[O:13]. The yield is 0.950.